Dataset: Reaction yield outcomes from USPTO patents with 853,638 reactions. Task: Predict the reaction yield, written as a fraction of the theoretical maximum amount of product (1.0 means a 100% yield; for example, 0.34 means a 34% yield). The reactants are [C:1](=[O:26])([O:7][C:8]1[N:12]([C:13]2[CH:18]=[CH:17][CH:16]=[CH:15][N:14]=2)[N:11]=[C:10]([C:19]2[CH:24]=[CH:23][CH:22]=[C:21](I)[CH:20]=2)[CH:9]=1)[O:2][C:3]([CH3:6])([CH3:5])[CH3:4].C(=O)(OC(C)(C)C)OC1N(C2C=CC=CN=2)N=C([C:40]2[CH:45]=[CH:44][C:43](Br)=[CH:42][CH:41]=2)C=1. No catalyst specified. The product is [C:1](=[O:26])([O:2][C:3]([CH3:6])([CH3:5])[CH3:4])[O:7][C:8]1[N:12]([C:13]2[CH:18]=[CH:17][CH:16]=[CH:15][N:14]=2)[N:11]=[C:10]([C:19]2[CH:20]=[C:21]([C:40]3[CH:45]=[CH:44][CH:43]=[CH:42][CH:41]=3)[CH:22]=[CH:23][CH:24]=2)[CH:9]=1. The yield is 0.890.